Dataset: Full USPTO retrosynthesis dataset with 1.9M reactions from patents (1976-2016). Task: Predict the reactants needed to synthesize the given product. (1) Given the product [NH2:59][CH:54]([C:55]([F:58])([F:57])[F:56])[CH2:53][C:47]1[CH:48]=[CH:49][C:50]([Cl:52])=[CH:51][C:46]=1[CH2:45][NH:44][C:42](=[O:43])[C@@H:41]1[CH2:68][CH2:69][CH2:70][N:40]1[C:38](=[O:39])[C@H:36]([NH:35][C:33]([O:32][C:28]([CH3:30])([CH3:31])[CH3:29])=[O:34])[CH:71]1[CH2:72][CH2:73][CH2:74][CH2:75][CH2:76]1, predict the reactants needed to synthesize it. The reactants are: O=[N+]([O-])[O-].[O-][N+](=O)[O-].[O-][N+](=O)[O-].[O-][N+](=O)[O-].[O-][N+](=O)[O-].[O-][N+](=O)[O-].[Ce+4].[NH4+].[NH4+].[C:28]([O:32][C:33]([NH:35][C@:36]([CH:71]1[CH2:76][CH2:75][CH2:74][CH2:73][CH2:72]1)([C:38]([N:40]1[CH2:70][CH2:69][CH2:68][C@H:41]1[C:42]([NH:44][CH2:45][C:46]1[CH:51]=[C:50]([Cl:52])[CH:49]=[CH:48][C:47]=1[CH2:53][CH:54]([NH:59]C1C=CC(OC)=CC=1)[C:55]([F:58])([F:57])[F:56])=[O:43])=[O:39])N)=[O:34])([CH3:31])([CH3:30])[CH3:29]. (2) Given the product [CH3:26][CH:24]([CH3:25])[C:23]([NH:22][C:18]1[CH:19]=[CH:20][CH:21]=[C:16]([CH:13]2[CH2:14][CH2:15][N:10]([CH2:9][CH2:8][CH2:7][C:6]3[C:34]4[C:33](=[CH:32][CH:31]=[C:30]([CH3:29])[CH:35]=4)[NH:36][CH:2]=3)[CH2:11][CH2:12]2)[CH:17]=1)=[O:27], predict the reactants needed to synthesize it. The reactants are: O1CCO[CH:2]1[CH2:6][CH2:7][CH2:8][CH2:9][N:10]1[CH2:15][CH2:14][CH:13]([C:16]2[CH:17]=[C:18]([NH:22][C:23](=[O:27])[CH:24]([CH3:26])[CH3:25])[CH:19]=[CH:20][CH:21]=2)[CH2:12][CH2:11]1.Cl.[CH3:29][C:30]1[CH:35]=[CH:34][C:33]([NH:36]N)=[CH:32][CH:31]=1. (3) Given the product [CH3:15][C:4]1[CH:5]=[C:6]([S:8][C:9]2[CH:14]=[N:13][CH:12]=[CH:11][N:10]=2)[CH:7]=[C:2]([CH3:1])[C:3]=1[C:16]1[N:17]=[C:18]([NH:21][C:33](=[O:34])[C:32]2[CH:36]=[CH:37][N:38]=[C:30]([F:29])[CH:31]=2)[S:19][CH:20]=1, predict the reactants needed to synthesize it. The reactants are: [CH3:1][C:2]1[CH:7]=[C:6]([S:8][C:9]2[CH:14]=[N:13][CH:12]=[CH:11][N:10]=2)[CH:5]=[C:4]([CH3:15])[C:3]=1[C:16]1[N:17]=[C:18]([NH2:21])[S:19][CH:20]=1.C(N(CC)CC)C.[F:29][C:30]1[CH:31]=[C:32]([CH:36]=[CH:37][N:38]=1)[C:33](O)=[O:34].Cl.C(N=C=NCCCN(C)C)C.OC1C2N=NNC=2C=CC=1. (4) The reactants are: [C:1]1([CH2:7][CH2:8][C:9]([O:11]CCCC)=[O:10])[CH2:6][CH2:5][CH2:4][CH2:3][CH:2]=1.CC(O)C.[OH-].[Na+].Cl. Given the product [C:1]1([CH2:7][CH2:8][C:9]([OH:11])=[O:10])[CH2:6][CH2:5][CH2:4][CH2:3][CH:2]=1, predict the reactants needed to synthesize it. (5) The reactants are: C[C:2]1[NH:3][C:4]2[C:9]([CH:10]=1)=[CH:8][CH:7]=[CH:6][CH:5]=2.[H-].[Na+].[Br:13][CH2:14][CH2:15][CH2:16][CH2:17]Br.CN1C(=O)N(C)C[CH2:22][CH2:21]1. Given the product [Br:13][CH2:14][CH2:15][CH2:16][CH2:17][N:3]1[C:4]2[C:9](=[CH:8][CH:7]=[CH:6][CH:5]=2)[C:10]([CH2:21][CH3:22])=[CH:2]1, predict the reactants needed to synthesize it. (6) The reactants are: [Cl:1][C:2]1[CH:7]=[CH:6][CH:5]=[C:4]([Cl:8])[C:3]=1[CH2:9][C:10]([NH:12][C:13]1C(Cl)=N[CH:16]=[N:17][C:18]=1Cl)=O.N[C:22]([NH2:24])=[S:23].CC[OH:27]. Given the product [Cl:1][C:2]1[CH:7]=[CH:6][CH:5]=[C:4]([Cl:8])[C:3]=1[CH2:9][C:10]1[S:23][C:22]2[N:24]=[CH:16][N:17]=[C:18]([OH:27])[C:13]=2[N:12]=1, predict the reactants needed to synthesize it. (7) Given the product [Br-:36].[O:26]([CH2:33][CH2:34][CH2:35][N+:13]12[CH2:18][CH2:17][CH:16]([CH2:15][CH2:14]1)[C@@H:11]([O:10][C:8](=[O:9])[C@@:7]([C:1]1[CH:6]=[CH:5][CH:4]=[CH:3][CH:2]=1)([N:20]1[CH2:25][CH2:24][CH2:23][CH2:22][CH2:21]1)[CH3:19])[CH2:12]2)[C:27]1[CH:32]=[CH:31][CH:30]=[CH:29][CH:28]=1, predict the reactants needed to synthesize it. The reactants are: [C:1]1([C@:7]([N:20]2[CH2:25][CH2:24][CH2:23][CH2:22][CH2:21]2)([CH3:19])[C:8]([O:10][C@@H:11]2[CH:16]3[CH2:17][CH2:18][N:13]([CH2:14][CH2:15]3)[CH2:12]2)=[O:9])[CH:6]=[CH:5][CH:4]=[CH:3][CH:2]=1.[O:26]([CH2:33][CH2:34][CH2:35][Br:36])[C:27]1[CH:32]=[CH:31][CH:30]=[CH:29][CH:28]=1.C(OCC)C. (8) The reactants are: [CH3:1][C:2]1[CH:7]=[CH:6][C:5]([OH:8])=[CH:4][C:3]=1[N+:9]([O-:11])=[O:10].CC([O-])(C)C.[K+].CN1CCCC1=O.[Cl:25][C:26]1[CH:31]=[C:30](F)[CH:29]=[CH:28][N:27]=1. Given the product [Cl:25][C:26]1[CH:31]=[C:30]([O:8][C:5]2[CH:6]=[CH:7][C:2]([CH3:1])=[C:3]([N+:9]([O-:11])=[O:10])[CH:4]=2)[CH:29]=[CH:28][N:27]=1, predict the reactants needed to synthesize it. (9) Given the product [F:49][C:35]1([F:34])[CH2:43][C@@H:42]2[C@@H:38]([C@@H:39]([CH3:45])[O:40][C:41]2=[O:44])[C@@H:37](/[CH:46]=[CH:9]/[C:10]2[N:11]=[CH:12][C:13]([C:16]3[CH:21]=[CH:20][CH:19]=[CH:18][C:17]=3[C:22]#[N:23])=[CH:14][CH:15]=2)[C@@H:36]1[CH3:48], predict the reactants needed to synthesize it. The reactants are: C(OP([CH2:9][C:10]1[CH:15]=[CH:14][C:13]([C:16]2[CH:21]=[CH:20][CH:19]=[CH:18][C:17]=2[C:22]#[N:23])=[CH:12][N:11]=1)(=O)OCC)C.C[Si]([N-][Si](C)(C)C)(C)C.[Li+].[F:34][C:35]1([F:49])[CH2:43][C@@H:42]2[C@@H:38]([C@@H:39]([CH3:45])[O:40][C:41]2=[O:44])[C@@H:37]([CH:46]=O)[C@@H:36]1[CH3:48].